Dataset: Forward reaction prediction with 1.9M reactions from USPTO patents (1976-2016). Task: Predict the product of the given reaction. Given the reactants [N+:1]([C:4]1[CH:9]=[CH:8][CH:7]=[C:6]([CH:10]([O:15][CH3:16])[C:11]([F:14])([F:13])[F:12])[CH:5]=1)([O-])=O, predict the reaction product. The product is: [F:12][C:11]([F:13])([F:14])[CH:10]([C:6]1[CH:5]=[C:4]([CH:9]=[CH:8][CH:7]=1)[NH2:1])[O:15][CH3:16].